Dataset: Full USPTO retrosynthesis dataset with 1.9M reactions from patents (1976-2016). Task: Predict the reactants needed to synthesize the given product. Given the product [Cl:15][C:16]1[N:17]=[CH:18][N:19]=[C:20]([O:8][C:5]2[N:6]=[CH:7][C:2]([NH2:1])=[CH:3][CH:4]=2)[CH:21]=1, predict the reactants needed to synthesize it. The reactants are: [NH2:1][C:2]1[CH:3]=[CH:4][C:5]([OH:8])=[N:6][CH:7]=1.CC([O-])(C)C.[K+].[Cl:15][C:16]1[CH:21]=[C:20](Cl)[N:19]=[CH:18][N:17]=1.CCOC(C)=O.